From a dataset of Full USPTO retrosynthesis dataset with 1.9M reactions from patents (1976-2016). Predict the reactants needed to synthesize the given product. (1) Given the product [Cl:1][C:2]1[C:7]([Cl:9])=[CH:6][N:5]=[C:4]([NH2:8])[N:3]=1, predict the reactants needed to synthesize it. The reactants are: [Cl:1][C:2]1[CH:7]=[CH:6][N:5]=[C:4]([NH2:8])[N:3]=1.[Cl:9]N1C(=O)N(Cl)C(=O)N(Cl)C1=O.[OH-].[Na+].C([O-])(O)=O.[Na+]. (2) Given the product [C:17]([O:20][CH2:21][C:22]1[C:23]([N:37]2[CH2:48][CH2:47][N:46]3[C:39](=[CH:40][C:41]4[CH2:42][C:43]([CH3:50])([CH3:49])[CH2:44][C:45]=43)[C:38]2=[O:51])=[N:24][CH:25]=[CH:26][C:27]=1[C:2]1[CH:3]=[C:4]([NH:10][C:11]2[O:12][C:13]([CH3:16])=[CH:14][N:15]=2)[C:5](=[O:9])[N:6]([CH3:8])[CH:7]=1)(=[O:19])[CH3:18], predict the reactants needed to synthesize it. The reactants are: Br[C:2]1[CH:3]=[C:4]([NH:10][C:11]2[O:12][C:13]([CH3:16])=[CH:14][N:15]=2)[C:5](=[O:9])[N:6]([CH3:8])[CH:7]=1.[C:17]([O:20][CH2:21][C:22]1[C:23]([N:37]2[CH2:48][CH2:47][N:46]3[C:39](=[CH:40][C:41]4[CH2:42][C:43]([CH3:50])([CH3:49])[CH2:44][C:45]=43)[C:38]2=[O:51])=[N:24][CH:25]=[CH:26][C:27]=1B1OC(C)(C)C(C)(C)O1)(=[O:19])[CH3:18].[O-]P([O-])([O-])=O.[K+].[K+].[K+].C([O-])(=O)C.[Na+]. (3) Given the product [CH:9]1([C:10]2[N:32]3[C:23]([C:24]4[CH:25]=[C:26]([C:51]5[CH:52]=[CH:53][CH:54]=[CH:55][CH:56]=5)[C:27]([C:33]5[CH:38]=[CH:37][C:36]([C:39]6([NH:43][C:44](=[O:50])[O:45][C:46]([CH3:49])([CH3:48])[CH3:47])[CH2:42][CH2:41][CH2:40]6)=[CH:35][CH:34]=5)=[N:28][C:29]=4[CH:30]=[CH:31]3)=[N:21][N:22]=2)[CH2:7][CH2:8]1, predict the reactants needed to synthesize it. The reactants are: C(Cl)CCl.C1C=[CH:7][C:8]2N(O)N=N[C:9]=2[CH:10]=1.C1(C(O)=O)CC1.[NH:21]([C:23]1[N:32]=[CH:31][CH:30]=[C:29]2[C:24]=1[CH:25]=[C:26]([C:51]1[CH:56]=[CH:55][CH:54]=[CH:53][CH:52]=1)[C:27]([C:33]1[CH:38]=[CH:37][C:36]([C:39]3([NH:43][C:44](=[O:50])[O:45][C:46]([CH3:49])([CH3:48])[CH3:47])[CH2:42][CH2:41][CH2:40]3)=[CH:35][CH:34]=1)=[N:28]2)[NH2:22].C(O)(=O)C. (4) Given the product [Br:12][C:8]1[CH:7]=[C:6]2[C:11](=[CH:10][CH:9]=1)[O:1][C:2](=[O:3])[CH2:4][CH2:5]2, predict the reactants needed to synthesize it. The reactants are: [O:1]1[C:11]2[C:6](=[CH:7][CH:8]=[CH:9][CH:10]=2)[CH2:5][CH2:4][C:2]1=[O:3].[Br:12]Br. (5) Given the product [C:17]([O:21][C:22](=[O:23])[NH:24][C@@H:25]([C:27]1[CH:28]=[CH:29][C:30]([N:4]2[C:5]3[C:10](=[CH:9][CH:8]=[CH:7][CH:6]=3)[C:2]([Cl:1])=[C:3]2[C:11]2[N:15]=[C:14]([CH3:16])[O:13][N:12]=2)=[CH:31][CH:32]=1)[CH3:26])([CH3:18])([CH3:19])[CH3:20], predict the reactants needed to synthesize it. The reactants are: [Cl:1][C:2]1[C:10]2[C:5](=[CH:6][CH:7]=[CH:8][CH:9]=2)[NH:4][C:3]=1[C:11]1[N:15]=[C:14]([CH3:16])[O:13][N:12]=1.[C:17]([O:21][C:22]([NH:24][C@@H:25]([C:27]1[CH:32]=[CH:31][C:30](B(O)O)=[CH:29][CH:28]=1)[CH3:26])=[O:23])([CH3:20])([CH3:19])[CH3:18].